From a dataset of Full USPTO retrosynthesis dataset with 1.9M reactions from patents (1976-2016). Predict the reactants needed to synthesize the given product. Given the product [NH2:8][C:5]1[C:4]([C:16]([NH:17][C:18]2[CH:19]=[CH:20][CH:21]=[CH:22][CH:23]=2)=[O:31])=[N:3][C:2]([NH:44][C:40]2[CH:39]=[N:38][CH:43]=[CH:42][CH:41]=2)=[CH:7][N:6]=1, predict the reactants needed to synthesize it. The reactants are: Br[C:2]1[N:3]=[C:4]([C:16](=[O:31])[N:17](C(OC(C)(C)C)=O)[C:18]2[CH:23]=[CH:22][CH:21]=[CH:20][CH:19]=2)[C:5]([NH:8]C(=O)OC(C)(C)C)=[N:6][CH:7]=1.C(=O)([O-])[O-].[Cs+].[Cs+].[N:38]1[CH:43]=[CH:42][CH:41]=[C:40]([NH2:44])[CH:39]=1.C1(P(C2CCCCC2)C2C=CC=CC=2C2C=CC=CC=2N(C)C)CCCCC1.C1(C=CC(=O)C=CC2C=CC=CC=2)C=CC=CC=1.